This data is from Forward reaction prediction with 1.9M reactions from USPTO patents (1976-2016). The task is: Predict the product of the given reaction. (1) Given the reactants C1N=C[N:3]([C:6](N2C=NC=C2)=[S:7])C=1.[NH2:13][C:14]1[NH:15][C:16]2[CH:22]=[CH:21][CH:20]=[CH:19][C:17]=2[N:18]=1.C([O-])(=O)C.[NH4+], predict the reaction product. The product is: [NH:15]1[C:16]2[CH:22]=[CH:21][CH:20]=[CH:19][C:17]=2[N:18]=[C:14]1[NH:13][C:6]([NH2:3])=[S:7]. (2) Given the reactants FC(F)(F)C([O-])=O.[CH2:8]([O:10][C:11]([C:13]1[N:17]2[CH2:18][C:19](=O)[N:20]([C:21]3[C:26]([CH3:27])=[CH:25][C:24]([CH3:28])=[CH:23][C:22]=3[CH3:29])[C:16]2=[NH+:15][C:14]=1[CH3:31])=[O:12])[CH3:9].P(Cl)(Cl)([Cl:34])=O, predict the reaction product. The product is: [CH2:8]([O:10][C:11]([C:13]1[N:17]2[CH:18]=[C:19]([Cl:34])[N:20]([C:21]3[C:26]([CH3:27])=[CH:25][C:24]([CH3:28])=[CH:23][C:22]=3[CH3:29])[C:16]2=[N:15][C:14]=1[CH3:31])=[O:12])[CH3:9]. (3) Given the reactants [CH2:1]([O:3][CH2:4][C@@H:5]([C:17]([O:19][CH3:20])=[O:18])[NH:6]C(OCC1C=CC=CC=1)=O)[CH3:2], predict the reaction product. The product is: [CH2:1]([O:3][CH2:4][C@@H:5]([C:17]([O:19][CH3:20])=[O:18])[NH2:6])[CH3:2]. (4) The product is: [CH3:20][O:21][C:22](=[O:33])[CH2:23][CH2:24][C:25]1[CH:30]=[CH:29][C:28]([O:9][CH2:8][C:7]2[O:6][C:5]([C:10]3[CH:15]=[CH:14][C:13]([C:16]([F:19])([F:18])[F:17])=[CH:12][CH:11]=3)=[N:4][C:3]=2[CH2:1][CH3:2])=[CH:27][C:26]=1[CH3:32]. Given the reactants [CH2:1]([C:3]1[N:4]=[C:5]([C:10]2[CH:15]=[CH:14][C:13]([C:16]([F:19])([F:18])[F:17])=[CH:12][CH:11]=2)[O:6][C:7]=1[CH2:8][OH:9])[CH3:2].[CH3:20][O:21][C:22](=[O:33])[CH2:23][CH2:24][C:25]1[CH:30]=[CH:29][C:28](O)=[CH:27][C:26]=1[CH3:32].C(P(CCCC)CCCC)CCC.N(C(N1CCCCC1)=O)=NC(N1CCCCC1)=O, predict the reaction product. (5) Given the reactants COC([C:5]1[CH2:10][CH2:9][C:8]2([CH2:15][CH2:14][CH2:13][CH:12]=[CH:11]2)[CH2:7][C:6]=1[OH:16])=O.[Na+].[Cl-].O, predict the reaction product. The product is: [CH2:7]1[C:8]2([CH2:15][CH2:14][CH2:13][CH:12]=[CH:11]2)[CH2:9][CH2:10][CH2:5][C:6]1=[O:16]. (6) Given the reactants [S:1]1[CH:5]=[CH:4][C:3]([C:6]2[N:11]=[C:10]([S:12]([O:15]C3C=CC=CC=3)(=[O:14])=[O:13])[CH:9]=[CH:8][CH:7]=2)=[CH:2]1.[OH-].[Na+:23], predict the reaction product. The product is: [Na+:23].[S:1]1[CH:5]=[CH:4][C:3]([C:6]2[N:11]=[C:10]([S:12]([O-:15])(=[O:14])=[O:13])[CH:9]=[CH:8][CH:7]=2)=[CH:2]1. (7) Given the reactants [CH3:1][CH:2]([CH3:15])[CH2:3][C:4]([C:6]1[C:7]([C:11](OC)=[O:12])=[CH:8][NH:9][CH:10]=1)=O.[CH3:16][NH:17][NH2:18], predict the reaction product. The product is: [CH3:16][N:17]1[C:11](=[O:12])[C:7]2=[CH:8][NH:9][CH:10]=[C:6]2[C:4]([CH2:3][CH:2]([CH3:15])[CH3:1])=[N:18]1. (8) Given the reactants [CH3:1][O:2][C:3]1[CH:4]=[C:5]2[C:10](=[CH:11][CH:12]=1)[C:9]([OH:13])=[C:8]([C:14]1[CH:19]=[CH:18][CH:17]=[CH:16][CH:15]=1)[C:7]([CH3:20])=[CH:6]2.[H-].[Na+].F[C:24]1[CH:31]=[CH:30][C:27]([CH:28]=[O:29])=[CH:26][C:25]=1[C:32]([F:35])([F:34])[F:33], predict the reaction product. The product is: [CH3:20][C:7]1[C:8]([C:14]2[CH:15]=[CH:16][CH:17]=[CH:18][CH:19]=2)=[C:9]([O:13][C:24]2[CH:31]=[CH:30][C:27]([CH:28]=[O:29])=[CH:26][C:25]=2[C:32]([F:33])([F:35])[F:34])[C:10]2[C:5]([CH:6]=1)=[CH:4][C:3]([O:2][CH3:1])=[CH:12][CH:11]=2. (9) Given the reactants [C:1]([O:5][CH2:6][CH3:7])(=[O:4])C#C.[Cl:8][C:9]1[N:10]=[C:11]([NH:17][C:18]2[CH:23]=[CH:22][C:21]([I:24])=[CH:20][CH:19]=2)[C:12](=O)O[C:14]=1[CH3:15].[C:25](OCCCC)(=O)C, predict the reaction product. The product is: [CH2:6]([O:5][C:1](=[O:4])[C:12]1[CH:15]=[C:14]([CH3:25])[C:9]([Cl:8])=[N:10][C:11]=1[NH:17][C:18]1[CH:23]=[CH:22][C:21]([I:24])=[CH:20][CH:19]=1)[CH3:7].